Dataset: Reaction yield outcomes from USPTO patents with 853,638 reactions. Task: Predict the reaction yield, written as a fraction of the theoretical maximum amount of product (1.0 means a 100% yield; for example, 0.34 means a 34% yield). (1) The reactants are [CH3:1][O:2][C:3]1[CH:4]=[N:5][CH:6]=[CH:7][CH:8]=1.[OH:9]O. The catalyst is C(O)(=O)C. The product is [CH3:1][O:2][C:3]1[CH:4]=[N+:5]([O-:9])[CH:6]=[CH:7][CH:8]=1. The yield is 1.00. (2) The reactants are [C:1](/[C:3](/[C:27]1[CH:32]=[CH:31][C:30]([O:33][CH3:34])=[C:29]([O:35][CH3:36])[CH:28]=1)=[CH:4]\[C:5]1[S:9][C:8]([N:10]2[CH2:15][CH2:14][CH:13]([O:16][C:17](=[O:26])[CH2:18][N:19]3[CH2:24][CH2:23][CH:22](O)[CH2:21]C3)[CH2:12][CH2:11]2)=[CH:7][CH:6]=1)#[N:2].N1CCCC1. The catalyst is C(N(CC)CC)C. The product is [C:1](/[C:3](/[C:27]1[CH:32]=[CH:31][C:30]([O:33][CH3:34])=[C:29]([O:35][CH3:36])[CH:28]=1)=[CH:4]\[C:5]1[S:9][C:8]([N:10]2[CH2:15][CH2:14][CH:13]([O:16][C:17](=[O:26])[CH2:18][N:19]3[CH2:21][CH2:22][CH2:23][CH2:24]3)[CH2:12][CH2:11]2)=[CH:7][CH:6]=1)#[N:2]. The yield is 0.740. (3) The product is [Br:20][C:14]1[CH:15]=[C:16]([C:4]2[CH:3]=[C:2]([F:1])[N:7]=[CH:6][C:5]=2[NH2:8])[C:11]([F:10])=[N:12][CH:13]=1. The catalyst is C(#N)C.[F-].[K+]. The reactants are [F:1][C:2]1[N:7]=[CH:6][C:5]([NH2:8])=[C:4](I)[CH:3]=1.[F:10][C:11]1[C:16](B(O)O)=[CH:15][C:14]([Br:20])=[CH:13][N:12]=1. The yield is 0.290.